This data is from Reaction yield outcomes from USPTO patents with 853,638 reactions. The task is: Predict the reaction yield, written as a fraction of the theoretical maximum amount of product (1.0 means a 100% yield; for example, 0.34 means a 34% yield). (1) The reactants are C[O:2][C:3]1[CH:4]=[C:5]2[CH:11]=[CH:10][NH:9][C:6]2=[N:7][CH:8]=1.B(Br)(Br)Br. The catalyst is O1CCCC1.C(OCC)(=O)C.O. The product is [NH:9]1[C:6]2=[N:7][CH:8]=[C:3]([OH:2])[CH:4]=[C:5]2[CH:11]=[CH:10]1. The yield is 0.400. (2) The reactants are [CH3:1][O:2][CH2:3][O:4][C:5]1[CH:10]=[CH:9][C:8]([CH:11]=[CH:12][C:13]#[N:14])=[CH:7][CH:6]=1.Cl.Cl.[CH3:17][O:18][C:19]1[CH:24]=[CH:23][C:22]([NH:25][NH2:26])=[CH:21][N:20]=1. No catalyst specified. The product is [CH3:1][O:2][CH2:3][O:4][C:5]1[CH:10]=[CH:9][C:8]([CH:11]2[N:25]([C:22]3[CH:21]=[N:20][C:19]([O:18][CH3:17])=[CH:24][CH:23]=3)[N:26]=[C:13]([NH2:14])[CH2:12]2)=[CH:7][CH:6]=1. The yield is 0.412.